From a dataset of Full USPTO retrosynthesis dataset with 1.9M reactions from patents (1976-2016). Predict the reactants needed to synthesize the given product. (1) Given the product [F:23][C:2]([F:1])([F:22])[C@@H:3]([O:21][C:32](=[O:33])[NH:31][C:28]1[CH:29]=[CH:30][C:25]([Cl:24])=[CH:26][CH:27]=1)[CH2:4][N:5]1[CH2:10][CH2:9][S:8](=[O:11])(=[O:12])[C@H:7]([C:13]2[CH:18]=[CH:17][CH:16]=[C:15]([O:19][CH3:20])[CH:14]=2)[CH2:6]1, predict the reactants needed to synthesize it. The reactants are: [F:1][C:2]([F:23])([F:22])[C@@H:3]([OH:21])[CH2:4][N:5]1[CH2:10][CH2:9][S:8](=[O:12])(=[O:11])[CH:7]([C:13]2[CH:18]=[CH:17][CH:16]=[C:15]([O:19][CH3:20])[CH:14]=2)[CH2:6]1.[Cl:24][C:25]1[CH:30]=[CH:29][C:28]([N:31]=[C:32]=[O:33])=[CH:27][CH:26]=1. (2) Given the product [NH:8]1[CH:12]=[C:11]([C:13]2[N:18]=[CH:17][C:16]3[NH:19][C:21]4[N:22]=[CH:23][C:24]([C:26]5[CH:31]=[CH:30][C:29]([CH2:32][N:33]6[CH2:38][CH2:37][CH2:36][CH2:35][CH2:34]6)=[CH:28][CH:27]=5)=[CH:25][C:20]=4[C:15]=3[CH:14]=2)[N:10]=[N:9]1, predict the reactants needed to synthesize it. The reactants are: C([N:8]1[CH:12]=[C:11]([C:13]2[N:18]=[CH:17][C:16]([NH2:19])=[C:15]([C:20]3[C:21](F)=[N:22][CH:23]=[C:24]([C:26]4[CH:31]=[CH:30][C:29]([CH2:32][N:33]5[CH2:38][CH2:37][CH2:36][CH2:35][CH2:34]5)=[CH:28][CH:27]=4)[CH:25]=3)[CH:14]=2)[N:10]=[N:9]1)C1C=CC=CC=1.C[Si]([N-][Si](C)(C)C)(C)C.[Na+].